The task is: Regression. Given a peptide amino acid sequence and an MHC pseudo amino acid sequence, predict their binding affinity value. This is MHC class I binding data.. This data is from Peptide-MHC class I binding affinity with 185,985 pairs from IEDB/IMGT. The peptide sequence is FRDEAGAIL. The MHC is HLA-A03:01 with pseudo-sequence HLA-A03:01. The binding affinity (normalized) is 0.0847.